From a dataset of Reaction yield outcomes from USPTO patents with 853,638 reactions. Predict the reaction yield, written as a fraction of the theoretical maximum amount of product (1.0 means a 100% yield; for example, 0.34 means a 34% yield). (1) The reactants are [C:1]([NH:5][C:6]1[O:7][C:8]([C:11]2[CH:12]=[C:13]3[C:17](=[CH:18][CH:19]=2)[N:16]([S:20]([C:23]2[CH:29]=[CH:28][C:26]([CH3:27])=[CH:25][CH:24]=2)(=[O:22])=[O:21])[CH:15]=[C:14]3B2OC(C)(C)C(C)(C)O2)=[N:9][N:10]=1)([CH3:4])([CH3:3])[CH3:2].Cl[C:40]1[N:45]=[C:44]([CH2:46][CH3:47])[C:43]([F:48])=[CH:42][N:41]=1.P([O-])([O-])([O-])=O.[K+].[K+].[K+]. The catalyst is C1C=CC(/C=C/C(/C=C/C2C=CC=CC=2)=O)=CC=1.C1C=CC(/C=C/C(/C=C/C2C=CC=CC=2)=O)=CC=1.C1C=CC(/C=C/C(/C=C/C2C=CC=CC=2)=O)=CC=1.[Pd].[Pd].C1(P(C2CCCCC2)C2C=CC=CC=2C2C(C(C)C)=CC(C(C)C)=CC=2C(C)C)CCCCC1. The product is [C:1]([NH:5][C:6]1[O:7][C:8]([C:11]2[CH:12]=[C:13]3[C:17](=[CH:18][CH:19]=2)[N:16]([S:20]([C:23]2[CH:29]=[CH:28][C:26]([CH3:27])=[CH:25][CH:24]=2)(=[O:22])=[O:21])[CH:15]=[C:14]3[C:40]2[N:45]=[C:44]([CH2:46][CH3:47])[C:43]([F:48])=[CH:42][N:41]=2)=[N:9][N:10]=1)([CH3:3])([CH3:4])[CH3:2]. The yield is 0.750. (2) The reactants are [NH:1]1[C:9]2[C:4](=[CH:5][CH:6]=[CH:7][CH:8]=2)[C:3]([C:10]2[CH:15]=[CH:14][N:13]=[C:12]([NH:16][C@@H:17]3[CH2:22][CH2:21][CH2:20][C@H:19]([NH:23][C:24](=[O:32])[C:25]4[CH:30]=[CH:29][C:28]([NH2:31])=[CH:27][CH:26]=4)[CH2:18]3)[N:11]=2)=[CH:2]1.C[CH2:34][N:35]([CH:39]([CH3:41])C)[CH:36](C)C.BrC/C=[CH:45]/[C:46](Cl)=[O:47].C(Cl)Cl.CNC.C1COCC1. The catalyst is CN1C(=O)CCC1.C1COCC1. The product is [NH:1]1[C:9]2[C:4](=[CH:5][CH:6]=[CH:7][CH:8]=2)[C:3]([C:10]2[CH:15]=[CH:14][N:13]=[C:12]([NH:16][C@@H:17]3[CH2:22][CH2:21][CH2:20][C@H:19]([NH:23][C:24](=[O:32])[C:25]4[CH:26]=[CH:27][C:28]([NH:31][C:46](=[O:47])/[CH:45]=[CH:41]/[CH2:39][N:35]([CH3:34])[CH3:36])=[CH:29][CH:30]=4)[CH2:18]3)[N:11]=2)=[CH:2]1. The yield is 0.130.